This data is from Catalyst prediction with 721,799 reactions and 888 catalyst types from USPTO. The task is: Predict which catalyst facilitates the given reaction. (1) Reactant: Br[CH2:2][C:3]1[CH:11]=[CH:10][CH:9]=[C:8]2[C:4]=1[CH:5]=[CH:6][N:7]2[S:12]([C:15]1[CH:20]=[CH:19][CH:18]=[CH:17][CH:16]=1)(=[O:14])=[O:13].C([O-])(O)=O.[Na+].C([N:33]1[CH2:38][CH2:37][NH:36][CH2:35][CH2:34]1)(OC(C)(C)C)=O.C(Cl)(Cl)[Cl:40].CCO. Product: [ClH:40].[C:15]1([S:12]([N:7]2[C:8]3[C:4](=[C:3]([CH2:2][N:33]4[CH2:38][CH2:37][NH:36][CH2:35][CH2:34]4)[CH:11]=[CH:10][CH:9]=3)[CH:5]=[CH:6]2)(=[O:14])=[O:13])[CH:20]=[CH:19][CH:18]=[CH:17][CH:16]=1. The catalyst class is: 8. (2) Reactant: [Cl:1][C:2]1[CH:3]=[CH:4][C:5]([N+:16]([O-])=O)=[C:6]([C:8]([C:10]2[N:11]=[N:12][N:13]([CH3:15])[CH:14]=2)=[O:9])[CH:7]=1.Cl. Product: [NH2:16][C:5]1[CH:4]=[CH:3][C:2]([Cl:1])=[CH:7][C:6]=1[C:8]([C:10]1[N:11]=[N:12][N:13]([CH3:15])[CH:14]=1)=[O:9]. The catalyst class is: 5. (3) Reactant: [Br:1][CH2:2][C:3]([C:5]1[CH:16]=[CH:15][C:8]2[O:9][C:10]([CH3:14])([CH3:13])[O:11][CH2:12][C:7]=2[CH:6]=1)=[O:4].[BH4-].[Na+].[Cl-].[NH4+].O. Product: [Br:1][CH2:2][CH:3]([C:5]1[CH:16]=[CH:15][C:8]2[O:9][C:10]([CH3:13])([CH3:14])[O:11][CH2:12][C:7]=2[CH:6]=1)[OH:4]. The catalyst class is: 5. (4) Reactant: [C:1]([O:5][C:6]([N:8]1[CH2:13][CH2:12][CH2:11][CH2:10][CH:9]1[CH2:14][C:15]([OH:17])=O)=[O:7])([CH3:4])([CH3:3])[CH3:2].C(N(CC)C(C)C)(C)C.CN([C:30]([O:34][N:35]1N=NC2C=CC=N[C:36]1=2)=[N+](C)C)C.F[P-](F)(F)(F)(F)F.CONC.Cl. Product: [C:1]([O:5][C:6]([N:8]1[CH2:13][CH2:12][CH2:11][CH2:10][CH:9]1[CH2:14][C:15](=[O:17])[N:35]([O:34][CH3:30])[CH3:36])=[O:7])([CH3:2])([CH3:3])[CH3:4]. The catalyst class is: 3. (5) Reactant: [H-].[Na+].[NH2:3][C:4]1[N:9]=[C:8]2[N:10]([CH2:22][CH3:23])[C:11]([C:13]([N:15]([CH:19]3[CH2:21][CH2:20]3)[CH:16]3[CH2:18][CH2:17]3)=[O:14])=[CH:12][C:7]2=[C:6]2[N:24]([CH3:27])[CH:25]=[N:26][C:5]=12.[CH3:28][O:29][CH:30]([O:39][CH3:40])[C:31](=[O:38])[CH:32]=[C:33](SC)[S:34][CH3:35]. Product: [CH:16]1([N:15]([CH:19]2[CH2:21][CH2:20]2)[C:13]([C:11]2[N:10]([CH2:22][CH3:23])[C:8]3=[N:9][C:4]([NH:3]/[C:33](/[S:34][CH3:35])=[CH:32]/[C:31](=[O:38])[CH:30]([O:29][CH3:28])[O:39][CH3:40])=[C:5]4[N:26]=[CH:25][N:24]([CH3:27])[C:6]4=[C:7]3[CH:12]=2)=[O:14])[CH2:18][CH2:17]1. The catalyst class is: 39. (6) Reactant: [C:1]([O:5][C:6](=[O:25])[CH2:7][N:8]1[C:16]2[C:11](=[CH:12][CH:13]=[C:14]([O:17][Si](C(C)(C)C)(C)C)[CH:15]=2)[CH:10]=[CH:9]1)([CH3:4])([CH3:3])[CH3:2].[F-].C([N+](CCCC)(CCCC)CCCC)CCC. The catalyst class is: 1. Product: [C:1]([O:5][C:6](=[O:25])[CH2:7][N:8]1[C:16]2[C:11](=[CH:12][CH:13]=[C:14]([OH:17])[CH:15]=2)[CH:10]=[CH:9]1)([CH3:4])([CH3:2])[CH3:3].